From a dataset of Catalyst prediction with 721,799 reactions and 888 catalyst types from USPTO. Predict which catalyst facilitates the given reaction. Reactant: [CH3:1][O:2][CH2:3][C@@H:4]([O:6][C:7]1[CH:8]=[C:9]([C:24]2[NH:28][N:27]=[C:26]([O:29][CH2:30][C:31](O)=[O:32])[CH:25]=2)[CH:10]=[C:11]([O:13][C:14]2[CH:19]=[CH:18][C:17]([S:20]([CH3:23])(=[O:22])=[O:21])=[CH:16][CH:15]=2)[CH:12]=1)[CH3:5].[N:34]1([C:40](=[O:42])[CH3:41])[CH2:39][CH2:38][NH:37][CH2:36][CH2:35]1.Cl.CN(C)CCCN=C=NCC.ON1C2C=CC=CC=2N=N1. Product: [C:40]([N:34]1[CH2:39][CH2:38][N:37]([C:31](=[O:32])[CH2:30][O:29][C:26]2[CH:25]=[C:24]([C:9]3[CH:10]=[C:11]([O:13][C:14]4[CH:19]=[CH:18][C:17]([S:20]([CH3:23])(=[O:22])=[O:21])=[CH:16][CH:15]=4)[CH:12]=[C:7]([O:6][C@@H:4]([CH3:5])[CH2:3][O:2][CH3:1])[CH:8]=3)[NH:28][N:27]=2)[CH2:36][CH2:35]1)(=[O:42])[CH3:41]. The catalyst class is: 136.